From a dataset of Reaction yield outcomes from USPTO patents with 853,638 reactions. Predict the reaction yield, written as a fraction of the theoretical maximum amount of product (1.0 means a 100% yield; for example, 0.34 means a 34% yield). The reactants are [O:1]1CCO[CH:2]1[C:6]1[CH:11]=[CH:10][C:9]([C:12]2[O:13][C:14]([C:17]3[CH:22]=[CH:21][CH:20]=[CH:19][C:18]=3[N+:23]([O-:25])=[O:24])=[N:15][N:16]=2)=[CH:8][CH:7]=1.S(=O)(=O)(O)O. The catalyst is CC(C)=O. The product is [N+:23]([C:18]1[CH:19]=[CH:20][CH:21]=[CH:22][C:17]=1[C:14]1[O:13][C:12]([C:9]2[CH:8]=[CH:7][C:6]([CH:2]=[O:1])=[CH:11][CH:10]=2)=[N:16][N:15]=1)([O-:25])=[O:24]. The yield is 0.890.